From a dataset of Forward reaction prediction with 1.9M reactions from USPTO patents (1976-2016). Predict the product of the given reaction. (1) Given the reactants [C:1]([N:4]1[CH2:9][CH2:8][CH:7]([C:10](=[O:19])[C:11]2[CH:16]=[CH:15][C:14]([O:17][CH3:18])=[CH:13][CH:12]=2)[CH2:6][CH2:5]1)(=O)[CH3:2].[Cl-].[Cl-].[Cl-].[Al+3].[C:24]1([O:30]C)C=CC=CC=1.C(N1CCC(C(Cl)=O)CC1)(=O)C, predict the reaction product. The product is: [OH:30][CH2:24][CH2:2][CH2:1][N:4]1[CH2:9][CH2:8][CH:7]([C:10](=[O:19])[C:11]2[CH:16]=[CH:15][C:14]([O:17][CH3:18])=[CH:13][CH:12]=2)[CH2:6][CH2:5]1. (2) Given the reactants [C:1]([NH:4][C:5]1[CH:10]=[C:9]([C:11]2[O:15][C:14]([Br:16])=[C:13]([C:17](O)=[O:18])[CH:12]=2)[C:8]([CH3:20])=[CH:7][N:6]=1)(=[O:3])[CH3:2].C(Cl)(=O)OCC(C)C.[NH3:29], predict the reaction product. The product is: [C:1]([NH:4][C:5]1[CH:10]=[C:9]([C:11]2[O:15][C:14]([Br:16])=[C:13]([C:17]([NH2:29])=[O:18])[CH:12]=2)[C:8]([CH3:20])=[CH:7][N:6]=1)(=[O:3])[CH3:2]. (3) The product is: [F:21][C:22]1[CH:27]=[CH:26][C:25]([CH:28]2[CH2:30][C@@:9]2([CH3:15])[C:10]([O:12][CH2:13][CH3:14])=[O:11])=[CH:24][CH:23]=1. Given the reactants C(OP([CH:9]([CH3:15])[C:10]([O:12][CH2:13][CH3:14])=[O:11])(OCC)=O)C.[Li]CCCC.[F:21][C:22]1[CH:27]=[CH:26][C:25]([CH:28]2[CH2:30]O2)=[CH:24][CH:23]=1, predict the reaction product. (4) Given the reactants [CH3:1][C:2]1[CH:7]=[CH:6][N:5]=[CH:4][C:3]=1[N:8]1[CH2:12][CH2:11][NH:10][C:9]1=[O:13].Br[C:15]1[CH:23]=[C:22]2[C:18]([CH:19]=[CH:20][N:21]2[S:24]([C:27]2[CH:32]=[CH:31][C:30]([CH3:33])=[CH:29][CH:28]=2)(=[O:26])=[O:25])=[CH:17][CH:16]=1.N[C@@H]1CCCC[C@H]1N.P([O-])([O-])([O-])=O.[K+].[K+].[K+], predict the reaction product. The product is: [CH3:1][C:2]1[CH:7]=[CH:6][N:5]=[CH:4][C:3]=1[N:8]1[CH2:12][CH2:11][N:10]([C:15]2[CH:23]=[C:22]3[C:18]([CH:19]=[CH:20][N:21]3[S:24]([C:27]3[CH:32]=[CH:31][C:30]([CH3:33])=[CH:29][CH:28]=3)(=[O:26])=[O:25])=[CH:17][CH:16]=2)[C:9]1=[O:13]. (5) The product is: [Cl:12][C:6]1[N:5]=[C:4]2[C:9]([N:10]=[C:2]([C:24]([O:26][CH2:27][CH3:28])=[CH2:25])[N:3]2[CH:13]2[CH2:18][CH2:17][CH2:16][CH2:15][O:14]2)=[C:8]([Cl:11])[N:7]=1. Given the reactants Br[C:2]1[N:3]([CH:13]2[CH2:18][CH2:17][CH2:16][CH2:15][O:14]2)[C:4]2[C:9]([N:10]=1)=[C:8]([Cl:11])[N:7]=[C:6]([Cl:12])[N:5]=2.C([Sn](CCCC)(CCCC)[C:24]([O:26][CH2:27][CH3:28])=[CH2:25])CCC.O1C=CC=C1P(C1OC=CC=1)C1OC=CC=1, predict the reaction product. (6) The product is: [CH2:1]([CH:4]([C:8]1[CH:9]=[CH:10][C:11]([CH:14]=[O:15])=[CH:12][CH:13]=1)[CH2:5][CH2:6][CH3:7])[CH2:2][CH3:3]. Given the reactants [CH2:1]([CH:4]([C:8]1[CH:13]=[CH:12][CH:11]=[CH:10][CH:9]=1)[CH2:5][CH2:6][CH3:7])[CH2:2][CH3:3].[CH3:14][O:15]C(Cl)Cl, predict the reaction product. (7) Given the reactants [Cl:1][C:2]1[CH:3]=[CH:4][C:5]([C@@:8]([C:17]2[CH:22]=[C:21]([C:23]([F:26])([F:25])[F:24])[CH:20]=[C:19]([F:27])[CH:18]=2)([NH2:16])[CH2:9][C:10]2[CH:15]=[CH:14][CH:13]=[CH:12][CH:11]=2)=[N:6][CH:7]=1.ClCCCl.C(=O)([O-])[O-].[K+].[K+].[C:38](Cl)(=[O:43])[O:39][CH2:40][CH:41]=[CH2:42], predict the reaction product. The product is: [Cl:1][C:2]1[CH:3]=[CH:4][C:5]([C@:8]([NH:16][C:38](=[O:43])[O:39][CH2:40][CH:41]=[CH2:42])([C:17]2[CH:22]=[C:21]([C:23]([F:26])([F:24])[F:25])[CH:20]=[C:19]([F:27])[CH:18]=2)[CH2:9][C:10]2[CH:11]=[CH:12][CH:13]=[CH:14][CH:15]=2)=[N:6][CH:7]=1.